This data is from Forward reaction prediction with 1.9M reactions from USPTO patents (1976-2016). The task is: Predict the product of the given reaction. (1) Given the reactants [H-].[Na+].[CH3:3]N(C)C=O.[Cl:8][C:9]1[N:10]=[C:11]([N:19]2[CH2:23][CH2:22][C@H:21]([NH:24][C:25](=[O:31])[O:26][C:27]([CH3:30])([CH3:29])[CH3:28])[CH2:20]2)[C:12]2[N:18]=[CH:17][CH:16]=[CH:15][C:13]=2[N:14]=1.CI, predict the reaction product. The product is: [Cl:8][C:9]1[N:10]=[C:11]([N:19]2[CH2:23][CH2:22][C@H:21]([N:24]([CH3:3])[C:25](=[O:31])[O:26][C:27]([CH3:28])([CH3:30])[CH3:29])[CH2:20]2)[C:12]2[N:18]=[CH:17][CH:16]=[CH:15][C:13]=2[N:14]=1. (2) Given the reactants [O:1]([C:8]1[CH:16]=[CH:15][C:11]2[N:12]=[CH:13][S:14][C:10]=2[CH:9]=1)[C:2]1[CH:7]=[CH:6][CH:5]=[CH:4][CH:3]=1.[C:17]([O-:20])([O-])=[O:18].[Cs+].[Cs+].[CH3:23]I.O, predict the reaction product. The product is: [CH3:23][O:20][C:17]([C:13]1[S:14][C:10]2[CH:9]=[C:8]([O:1][C:2]3[CH:3]=[CH:4][CH:5]=[CH:6][CH:7]=3)[CH:16]=[CH:15][C:11]=2[N:12]=1)=[O:18]. (3) Given the reactants C(OC([NH:8][C:9]1([C:24](O)=O)[CH2:14][CH2:13][N:12]([C:15]2[C:16]3[CH:23]=[CH:22][NH:21][C:17]=3[N:18]=[CH:19][N:20]=2)[CH2:11][CH2:10]1)=O)(C)(C)C.F[P-](F)(F)(F)(F)F.N1(OC(N(C)C)=[N+](C)C)C2N=CC=CC=2N=N1.[NH2:51][C:52]1[CH:53]=[C:54]([S:59]([N:62]([CH2:65][CH3:66])[CH2:63][CH3:64])(=[O:61])=[O:60])[CH:55]=[CH:56][C:57]=1[NH2:58].C(N(C(C)C)C(C)C)C.Cl, predict the reaction product. The product is: [NH2:8][C:9]1([C:24]2[NH:58][C:57]3[CH:56]=[CH:55][C:54]([S:59]([N:62]([CH2:65][CH3:66])[CH2:63][CH3:64])(=[O:61])=[O:60])=[CH:53][C:52]=3[N:51]=2)[CH2:10][CH2:11][N:12]([C:15]2[C:16]3[CH:23]=[CH:22][NH:21][C:17]=3[N:18]=[CH:19][N:20]=2)[CH2:13][CH2:14]1.